From a dataset of Full USPTO retrosynthesis dataset with 1.9M reactions from patents (1976-2016). Predict the reactants needed to synthesize the given product. (1) Given the product [CH2:37]([O:1][C:2]1[CH:11]=[C:10]([C:17]2[CH:16]=[CH:15][C:14]([F:13])=[CH:19][C:18]=2[F:20])[CH:9]=[CH:8][C:3]=1[C:4]([O:6][CH3:7])=[O:5])[C:32]1[CH:33]=[CH:34][CH:35]=[CH:36][CH:31]=1, predict the reactants needed to synthesize it. The reactants are: [OH:1][C:2]1[CH:11]=[C:10](I)[CH:9]=[CH:8][C:3]=1[C:4]([O:6][CH3:7])=[O:5].[F:13][C:14]1[CH:19]=[C:18]([F:20])[CH:17]=[CH:16][C:15]=1B(O)O.C1(P(C2CCCCC2)[C:31]2[CH:36]=[CH:35][CH:34]=[CH:33][C:32]=2[C:37]2C(OC)=CC=CC=2OC)CCCCC1.C(=O)([O-])[O-].[Na+].[Na+]. (2) Given the product [CH3:40][C@@:61]12[C@H:60]3[C@@H:18]([OH:20])[CH2:17][C@:28]4([CH3:27])[C@@:29]([OH:30])([C:31]([CH2:47][OH:48])=[O:33])[CH2:34][CH2:35][C@H:58]4[C@@H:59]3[CH2:68][CH2:67][C:66]1=[CH:65][C:64](=[O:74])[CH2:63][CH2:62]2, predict the reactants needed to synthesize it. The reactants are: C(N([CH2:17][C:18]([OH:20])=O)CC(O)=O)CN(CC(O)=O)CC(O)=O.S([O-])([O-])(=O)=O.[Mg+2].[C:27](O)(=O)[CH2:28][C:29]([CH2:34][C:35](O)=O)([C:31]([OH:33])=O)[OH:30].[CH3:40]S(C)(=O)=O.C(O)(=O)C1[C:47](=CC=CC=1)[OH:48].C(OC(C)C)(=O)CC[CH2:58][CH2:59][CH2:60][CH2:61][CH2:62][CH2:63][CH2:64][CH2:65][CH2:66][CH2:67][CH3:68].[OH2:74]. (3) Given the product [Cl:1][C:2]1[CH:3]=[C:4]([NH:9][C:10]2[C:19]3[C:14](=[CH:15][C:16]([O:25][CH3:26])=[C:17]([O:20][CH2:21][CH2:22][CH2:23][N:41]4[CH2:40][CH:36]5[CH:35]([N:34]([CH3:33])[CH2:39][CH2:38][CH2:37]5)[CH2:42]4)[CH:18]=3)[N:13]=[CH:12][N:11]=2)[CH:5]=[CH:6][C:7]=1[F:8], predict the reactants needed to synthesize it. The reactants are: [Cl:1][C:2]1[CH:3]=[C:4]([NH:9][C:10]2[C:19]3[C:14](=[CH:15][C:16]([O:25][CH3:26])=[C:17]([O:20][CH2:21][CH2:22][CH2:23]Cl)[CH:18]=3)[N:13]=[CH:12][N:11]=2)[CH:5]=[CH:6][C:7]=1[F:8].C([O-])([O-])=O.[K+].[K+].[CH3:33][N:34]1[CH2:39][CH2:38][CH2:37][CH:36]2[CH2:40][NH:41][CH2:42][CH:35]12. (4) Given the product [CH3:1][C:2]1[CH:3]=[CH:4][C:5]([S:8]([O:11][C:12]2[C:21]3[C:16](=[CH:17][CH:18]=[CH:19][CH:20]=3)[C:15]([S:22]([O-:25])(=[O:24])=[O:23])=[CH:14][CH:13]=2)(=[O:9])=[O:10])=[CH:6][CH:7]=1.[C:41]1([S+:34]([C:28]2[CH:29]=[CH:30][CH:31]=[CH:32][CH:33]=2)[C:35]2[CH:40]=[CH:39][CH:38]=[CH:37][CH:36]=2)[CH:42]=[CH:43][CH:44]=[CH:45][CH:46]=1, predict the reactants needed to synthesize it. The reactants are: [CH3:1][C:2]1[CH:7]=[CH:6][C:5]([S:8]([O:11][C:12]2[C:21]3[C:16](=[CH:17][CH:18]=[CH:19][CH:20]=3)[C:15]([S:22]([O-:25])(=[O:24])=[O:23])=[CH:14][CH:13]=2)(=[O:10])=[O:9])=[CH:4][CH:3]=1.[Na+].[Cl-].[C:28]1([S+:34]([C:41]2[CH:46]=[CH:45][CH:44]=[CH:43][CH:42]=2)[C:35]2[CH:40]=[CH:39][CH:38]=[CH:37][CH:36]=2)[CH:33]=[CH:32][CH:31]=[CH:30][CH:29]=1.